Dataset: Forward reaction prediction with 1.9M reactions from USPTO patents (1976-2016). Task: Predict the product of the given reaction. (1) The product is: [CH3:1][C:2]1[CH:11]=[C:10]([CH2:12][O:13][CH:14]2[CH2:19][CH2:18][N:17]([S:35]([CH3:34])(=[O:37])=[O:36])[CH2:16][CH2:15]2)[C:9]2[C:4](=[CH:5][CH:6]=[CH:7][CH:8]=2)[N:3]=1. Given the reactants [CH3:1][C:2]1[CH:11]=[C:10]([CH2:12][O:13][CH:14]2[CH2:19][CH2:18][NH:17][CH2:16][CH2:15]2)[C:9]2[C:4](=[CH:5][CH:6]=[CH:7][CH:8]=2)[N:3]=1.C(O)(C(F)(F)F)=O.C(N(CC)CC)C.[CH3:34][S:35](Cl)(=[O:37])=[O:36], predict the reaction product. (2) Given the reactants [C:1]([C:3]1[C:4]([C:20]([F:23])([F:22])[F:21])=[C:5]2[C:9](=[CH:10][CH:11]=1)[N:8]([CH2:12][C:13](=[NH:16])[NH:14][OH:15])[C:7]([CH2:17][CH2:18][CH3:19])=[CH:6]2)#[N:2].[Cl:24][C:25]1[CH:33]=[CH:32][C:31]([I:34])=[CH:30][C:26]=1[C:27](Cl)=O.C(N(CC)CC)C, predict the reaction product. The product is: [Cl:24][C:25]1[CH:33]=[CH:32][C:31]([I:34])=[CH:30][C:26]=1[C:27]1[O:15][N:14]=[C:13]([CH2:12][N:8]2[C:9]3[C:5](=[C:4]([C:20]([F:22])([F:23])[F:21])[C:3]([C:1]#[N:2])=[CH:11][CH:10]=3)[CH:6]=[C:7]2[CH2:17][CH2:18][CH3:19])[N:16]=1. (3) Given the reactants [CH2:1]([C:3]1[CH:4]=[N:5][C:6]([N:9]2[CH2:14][CH2:13][CH:12]([CH2:15][OH:16])[CH2:11][CH2:10]2)=[N:7][CH:8]=1)[CH3:2].C(N(CC)CC)C.[CH3:24][S:25](Cl)(=[O:27])=[O:26], predict the reaction product. The product is: [CH3:24][S:25]([O:16][CH2:15][CH:12]1[CH2:13][CH2:14][N:9]([C:6]2[N:7]=[CH:8][C:3]([CH2:1][CH3:2])=[CH:4][N:5]=2)[CH2:10][CH2:11]1)(=[O:27])=[O:26]. (4) Given the reactants [CH2:1]([C:3]1[C:4]([C:27]2[CH:32]=[CH:31][CH:30]=[CH:29][CH:28]=2)=[C:5]([O:15][C:16]2[CH:21]=[CH:20][C:19](/[CH:22]=C/C(O)=O)=[CH:18][CH:17]=2)[C:6]2[C:11]([CH:12]=1)=[CH:10][C:9]([O:13][CH3:14])=[CH:8][CH:7]=2)[CH3:2].[C:33](Cl)(=[O:37])[C:34](Cl)=O.[CH3:39][N:40]1[CH2:45][CH2:44][NH:43][CH2:42][CH2:41]1, predict the reaction product. The product is: [CH2:1]([C:3]1[C:4]([C:27]2[CH:28]=[CH:29][CH:30]=[CH:31][CH:32]=2)=[C:5]([O:15][C:16]2[CH:21]=[CH:20][C:19](/[CH:22]=[CH:34]/[C:33]([N:43]3[CH2:44][CH2:45][N:40]([CH3:39])[CH2:41][CH2:42]3)=[O:37])=[CH:18][CH:17]=2)[C:6]2[C:11]([CH:12]=1)=[CH:10][C:9]([O:13][CH3:14])=[CH:8][CH:7]=2)[CH3:2]. (5) Given the reactants [BH4-].[Na+].[CH2:3]([N:10]1[CH2:15][CH:14]=[C:13]([C:16]2[CH:21]=[CH:20][CH:19]=[C:18]([Br:22])[CH:17]=2)[CH2:12][CH2:11]1)[C:4]1[CH:9]=[CH:8][CH:7]=[CH:6][CH:5]=1.B(F)(F)F.CC[O:29]CC.[OH-].[K+].OO.B(O)(O)O, predict the reaction product. The product is: [CH2:3]([N:10]1[CH2:11][CH2:12][CH:13]([C:16]2[CH:21]=[CH:20][CH:19]=[C:18]([Br:22])[CH:17]=2)[CH:14]([OH:29])[CH2:15]1)[C:4]1[CH:5]=[CH:6][CH:7]=[CH:8][CH:9]=1. (6) Given the reactants [CH2:1]([N:9]([CH2:50][CH2:51][CH2:52][CH2:53][CH2:54][CH2:55][CH2:56][CH3:57])[C:10]1[CH:15]=[CH:14][C:13]([N:16]=[N:17][C:18]2[CH:23]=[C:22](OCCCC([O-])=O)[C:21]([N:31]=[N:32][C:33]3[CH:38]=[CH:37][C:36]([N+:39]([O-:41])=[O:40])=[CH:35][CH:34]=3)=[CH:20][C:19]=2[O:42]CCCC([O-])=O)=[C:12]([CH3:49])[CH:11]=1)[CH2:2][CH2:3][CH2:4][CH2:5][CH2:6][CH2:7][CH3:8].[Li+].[OH-:59].[C:60]([OH:63])(=O)[CH3:61].[OH2:64].O1CC[CH2:67][CH2:66]1, predict the reaction product. The product is: [CH2:50]([N:9]([CH2:1][CH2:2][CH2:3][CH2:4][CH2:5][CH2:6][CH2:7][CH3:8])[C:10]1[CH:15]=[CH:14][C:13]([N:16]=[N:17][C:18]2[CH:23]=[C:22]([O:59][CH2:66][CH2:67][OH:64])[C:21]([N:31]=[N:32][C:33]3[CH:34]=[CH:35][C:36]([N+:39]([O-:41])=[O:40])=[CH:37][CH:38]=3)=[CH:20][C:19]=2[O:42][CH2:61][CH2:60][OH:63])=[C:12]([CH3:49])[CH:11]=1)[CH2:51][CH2:52][CH2:53][CH2:54][CH2:55][CH2:56][CH3:57]. (7) The product is: [CH3:30][N:31]([C:15](=[O:16])[CH2:17][CH2:18][CH2:19][CH2:20][C@H:21]1[C@@H:29]2[C@@H:24]([NH:25][C:26](=[O:27])[NH:28]2)[CH2:23][S:22]1)[CH2:32][CH2:33][CH2:34][CH2:35][CH2:36][C:37]([O:39][CH3:40])=[O:38]. Given the reactants C(N(CC)CC)C.ClC(OCC)=O.O[C:15]([CH2:17][CH2:18][CH2:19][CH2:20][C@H:21]1[C@@H:29]2[C@@H:24]([NH:25][C:26]([NH:28]2)=[O:27])[CH2:23][S:22]1)=[O:16].[CH3:30][NH:31][CH2:32][CH2:33][CH2:34][CH2:35][CH2:36][C:37]([O:39][CH3:40])=[O:38], predict the reaction product. (8) Given the reactants [N:1]([C@@H:4]1[C@@H:79]([CH3:80])[O:78][C@H:7]([O:8][C@H:9]2[O:73][C@H:72]([CH3:74])[C@@H:71]([N:75]=[N+:76]=[N-:77])[C@H:62]([O:63][CH2:64][C:65]3[CH:70]=[CH:69][CH:68]=[CH:67][CH:66]=3)[C@@H:10]2[O:11][C@H:12]2[O:57][C@H:56]([CH3:58])[C@@H:55]([N:59]=[N+:60]=[N-:61])[C@H:46]([O:47][CH2:48][C:49]3[CH:54]=[CH:53][CH:52]=[CH:51][CH:50]=3)[C@@H:13]2[O:14][C@@:15]2([CH2:37][CH2:38][CH2:39][CH2:40][CH2:41][C:42]([O:44][CH3:45])=[O:43])[O:32][C@H:31]([CH3:33])[C@@H:30]([N:34]=[N+:35]=[N-:36])[C@H:21]([O:22][CH2:23][C:24]3[CH:29]=[CH:28][CH:27]=[CH:26][CH:25]=3)[C@@H:16]2[O:17]C(=O)C)[C@@H:6]([OH:81])[C@H:5]1[O:82][CH2:83][C:84]1[CH:89]=[CH:88][CH:87]=[CH:86][CH:85]=1)=[N+:2]=[N-:3].C[O-].[Na+], predict the reaction product. The product is: [N:1]([C@@H:4]1[C@@H:79]([CH3:80])[O:78][C@H:7]([O:8][C@H:9]2[O:73][C@H:72]([CH3:74])[C@@H:71]([N:75]=[N+:76]=[N-:77])[C@H:62]([O:63][CH2:64][C:65]3[CH:66]=[CH:67][CH:68]=[CH:69][CH:70]=3)[C@@H:10]2[O:11][C@H:12]2[O:57][C@H:56]([CH3:58])[C@@H:55]([N:59]=[N+:60]=[N-:61])[C@H:46]([O:47][CH2:48][C:49]3[CH:50]=[CH:51][CH:52]=[CH:53][CH:54]=3)[C@@H:13]2[O:14][C@@:15]2([CH2:37][CH2:38][CH2:39][CH2:40][CH2:41][C:42]([O:44][CH3:45])=[O:43])[O:32][C@H:31]([CH3:33])[C@@H:30]([N:34]=[N+:35]=[N-:36])[C@H:21]([O:22][CH2:23][C:24]3[CH:25]=[CH:26][CH:27]=[CH:28][CH:29]=3)[C@@H:16]2[OH:17])[C@@H:6]([OH:81])[C@H:5]1[O:82][CH2:83][C:84]1[CH:89]=[CH:88][CH:87]=[CH:86][CH:85]=1)=[N+:2]=[N-:3]. (9) Given the reactants [NH3:1].Cl[C:3]1[C:8]([C:9]#[N:10])=[CH:7][C:6]([F:11])=[CH:5][N:4]=1, predict the reaction product. The product is: [NH2:1][C:3]1[C:8]([C:9]#[N:10])=[CH:7][C:6]([F:11])=[CH:5][N:4]=1. (10) Given the reactants CN(C)S([N:6]1[C:10]([CH2:11][C:12]2[CH:21]=[CH:20][C:15]3[O:16][CH2:17][CH2:18][O:19][C:14]=3[CH:13]=2)=[C:9](C)[N:8]=[CH:7]1)(=O)=O.Cl.[C:25](=O)(O)[O-].[Na+], predict the reaction product. The product is: [O:16]1[C:15]2[CH:20]=[CH:21][C:12]([CH2:11][C@@:10]3([CH3:25])[CH2:9][NH:8][CH:7]=[N:6]3)=[CH:13][C:14]=2[O:19][CH2:18][CH2:17]1.